Task: Predict the product of the given reaction.. Dataset: Forward reaction prediction with 1.9M reactions from USPTO patents (1976-2016) (1) Given the reactants C(OC([NH:11][C@:12]1([PH:20]([NH:22][C:23](=[O:31])[NH:24][C:25]2[CH:30]=[CH:29][CH:28]=[CH:27][CH:26]=2)=[O:21])[CH2:17][CH2:16][CH2:15][N:14]([NH2:18])[C:13]1=[O:19])=O)C1C=CC=CC=1, predict the reaction product. The product is: [NH2:11][C:12]1([PH:20]([NH:22][C:23](=[O:31])[NH:24][C:25]2[CH:30]=[CH:29][CH:28]=[CH:27][CH:26]=2)=[O:21])[CH2:17][CH2:16][CH2:15][N:14]([NH2:18])[C:13]1=[O:19]. (2) Given the reactants [C:1]1([S:7]([NH:10][C@H:11]([CH2:15][C:16]#[CH:17])[C:12]([OH:14])=O)(=[O:9])=[O:8])[CH:6]=[CH:5][CH:4]=[CH:3][CH:2]=1.C1C=CC2N(O)N=NC=2C=1.CCN(C(C)C)C(C)C.[CH3:37][O:38][CH:39]([O:42][CH3:43])[CH2:40][NH2:41].CCN=C=NCCCN(C)C, predict the reaction product. The product is: [CH3:37][O:38][CH:39]([O:42][CH3:43])[CH2:40][NH:41][C:12](=[O:14])[C@H:11]([NH:10][S:7]([C:1]1[CH:2]=[CH:3][CH:4]=[CH:5][CH:6]=1)(=[O:8])=[O:9])[CH2:15][C:16]#[CH:17]. (3) Given the reactants Br[C:2]1[CH:3]=[CH:4][CH:5]=[C:6]2[C:11]=1[N:10]=[C:9]([C:12]1[CH:17]=[C:16]([C:18]([CH3:21])([CH3:20])[CH3:19])[CH:15]=[C:14]([C:22]([CH3:25])([CH3:24])[CH3:23])[C:13]=1[OH:26])[CH:8]=[CH:7]2.[CH3:27][C:28]1[CH:34]=[CH:33][CH:32]=[C:31]([CH3:35])[C:29]=1[NH2:30].C1(P(C2CCCCC2)C2C=CC=CC=2C2C=CC=CC=2N(C)C)CCCCC1.CC([O-])(C)C.[Na+], predict the reaction product. The product is: [C:22]([C:14]1[CH:15]=[C:16]([C:18]([CH3:21])([CH3:20])[CH3:19])[CH:17]=[C:12]([C:9]2[CH:8]=[CH:7][C:6]3[C:11](=[C:2]([NH:30][C:29]4[C:31]([CH3:35])=[CH:32][CH:33]=[CH:34][C:28]=4[CH3:27])[CH:3]=[CH:4][CH:5]=3)[N:10]=2)[C:13]=1[OH:26])([CH3:25])([CH3:24])[CH3:23]. (4) Given the reactants [CH3:1][O:2][C:3]1[CH:4]=[C:5]([C:12]2[CH2:13][CH2:14][N:15](C(OC(C)(C)C)=O)[CH2:16][CH:17]=2)[CH:6]=[CH:7][C:8]=1[N+:9]([O-])=O.NC1C=CC=CC=1.Cl[C:33]1[N:41]=[C:40]2[C:36]([N:37]=[CH:38][N:39]2C2CCCCO2)=[C:35]([NH:48][CH:49]2[CH2:54][CH2:53][CH2:52][CH2:51][CH2:50]2)[N:34]=1, predict the reaction product. The product is: [CH:49]1([NH:48][C:35]2[N:34]=[C:33]([NH:9][C:8]3[CH:7]=[CH:6][C:5]([CH:12]4[CH2:17][CH2:16][NH:15][CH2:14][CH2:13]4)=[CH:4][C:3]=3[O:2][CH3:1])[N:41]=[C:40]3[C:36]=2[N:37]=[CH:38][NH:39]3)[CH2:50][CH2:51][CH2:52][CH2:53][CH2:54]1. (5) Given the reactants [CH2:1]([O:3][CH2:4][C:5]1[N:6]([CH2:18][C:19]2([OH:22])[CH2:21][CH2:20]2)[C:7]2[C:16]3[CH:15]=[CH:14][CH:13]=[CH:12][C:11]=3[N:10]=[CH:9][C:8]=2[N:17]=1)[CH3:2].[CH:23]([S:25]([CH3:28])(=[O:27])=[O:26])=[CH2:24].[H-].[Na+].O, predict the reaction product. The product is: [CH2:1]([O:3][CH2:4][C:5]1[N:6]([CH2:18][C:19]2([O:22][CH2:24][CH2:23][S:25]([CH3:28])(=[O:27])=[O:26])[CH2:21][CH2:20]2)[C:7]2[C:16]3[CH:15]=[CH:14][CH:13]=[CH:12][C:11]=3[N:10]=[CH:9][C:8]=2[N:17]=1)[CH3:2].